From a dataset of Forward reaction prediction with 1.9M reactions from USPTO patents (1976-2016). Predict the product of the given reaction. (1) Given the reactants [CH:1]1([NH:6][C:7]2[CH:12]=[CH:11][N:10]3[N:13]=[C:14]([C:28]4[CH:33]=[CH:32][C:31]([O:34]C)=[CH:30][CH:29]=4)[C:15]([C:16]4[CH:21]=[CH:20][N:19]=[C:18]([NH:22][CH:23]5[CH2:27][CH2:26][CH2:25][CH2:24]5)[N:17]=4)=[C:9]3[CH:8]=2)[CH2:5][CH2:4][CH2:3][CH2:2]1.B(Br)(Br)Br, predict the reaction product. The product is: [CH:1]1([NH:6][C:7]2[CH:12]=[CH:11][N:10]3[N:13]=[C:14]([C:28]4[CH:29]=[CH:30][C:31]([OH:34])=[CH:32][CH:33]=4)[C:15]([C:16]4[CH:21]=[CH:20][N:19]=[C:18]([NH:22][CH:23]5[CH2:24][CH2:25][CH2:26][CH2:27]5)[N:17]=4)=[C:9]3[CH:8]=2)[CH2:2][CH2:3][CH2:4][CH2:5]1. (2) The product is: [CH3:10][C:6]1[CH:5]=[C:4]([CH:9]=[CH:8][CH:7]=1)[C:3]([C:11]#[N:12])=[N:2][O:1][S:23]([C:20]1[CH:21]=[CH:22][C:17]([CH3:16])=[CH:18][CH:19]=1)(=[O:25])=[O:24]. Given the reactants [OH:1][N:2]=[C:3]([C:11]#[N:12])[C:4]1[CH:9]=[CH:8][CH:7]=[C:6]([CH3:10])[CH:5]=1.ClCCl.[CH3:16][C:17]1[CH:22]=[CH:21][C:20]([S:23](Cl)(=[O:25])=[O:24])=[CH:19][CH:18]=1, predict the reaction product. (3) Given the reactants [Br:1][C:2]1[CH:7]=[CH:6][CH:5]=[CH:4][C:3]=1[C@@H:8]1[CH2:13][CH2:12][C:11]([F:15])([F:14])[CH2:10][C@H:9]1[C:16]([OH:18])=O.F[P-](F)(F)(F)(F)F.[N:26]1(O[P+](N2CCCC2)(N2CCCC2)N2CCCC2)[C:30]2C=CC=C[C:29]=2[N:28]=N1.Cl.NCC#N.C(N(CC)CC)C, predict the reaction product. The product is: [Br:1][C:2]1[CH:7]=[CH:6][CH:5]=[CH:4][C:3]=1[C@@H:8]1[CH2:13][CH2:12][C:11]([F:14])([F:15])[CH2:10][C@H:9]1[C:16]([NH:28][CH2:29][C:30]#[N:26])=[O:18].